From a dataset of Catalyst prediction with 721,799 reactions and 888 catalyst types from USPTO. Predict which catalyst facilitates the given reaction. (1) Reactant: [OH:1][C@@H:2]1[C@@H:7]2[O:8]C(C3C=CC=CC=3)[O:10][CH2:11][C@H:6]2[O:5][CH2:4][C@H:3]1[N:18]1[CH:23]=[C:22]([I:24])[C:21](=[O:25])[NH:20][C:19]1=[O:26].Cl. Product: [OH:1][C@@H:2]1[C@H:7]([OH:8])[C@@H:6]([CH2:11][OH:10])[O:5][CH2:4][C@H:3]1[N:18]1[CH:23]=[C:22]([I:24])[C:21](=[O:25])[NH:20][C:19]1=[O:26]. The catalyst class is: 125. (2) Reactant: [C:1]([O:5][C:6](=[O:16])[NH:7][C:8]1[C:9]([CH3:15])=[N:10][CH:11]=[C:12]([Br:14])[CH:13]=1)([CH3:4])([CH3:3])[CH3:2].[H-].[Na+].I[CH3:20]. Product: [C:1]([O:5][C:6](=[O:16])[N:7]([C:8]1[C:9]([CH3:15])=[N:10][CH:11]=[C:12]([Br:14])[CH:13]=1)[CH3:20])([CH3:4])([CH3:3])[CH3:2]. The catalyst class is: 3. (3) Reactant: [Br:1][CH2:2][CH2:3][CH2:4][CH2:5][C:6]([OH:8])=[O:7].O[N:10]1[C:14](=[O:15])[CH2:13][CH2:12][C:11]1=[O:16].CC[N+](CCCN(C)C)=C=N. Product: [Br:1][CH2:2][CH2:3][CH2:4][CH2:5][C:6]([O:8][N:10]1[C:14](=[O:15])[CH2:13][CH2:12][C:11]1=[O:16])=[O:7]. The catalyst class is: 4.